From a dataset of Forward reaction prediction with 1.9M reactions from USPTO patents (1976-2016). Predict the product of the given reaction. (1) Given the reactants [CH3:1][O:2][C:3]1[CH:4]=[C:5]([C:11]#[C:12][C:13]2[C:21]3[C:20]([NH2:22])=[N:19][CH:18]=[N:17][C:16]=3[N:15]([C@H:23]3[CH2:27][CH2:26][NH:25][CH2:24]3)[CH:14]=2)[CH:6]=[C:7]([O:9][CH3:10])[CH:8]=1.[OH:28][C:29]([CH3:36])([CH3:35])[C:30]#[C:31][C:32](O)=[O:33], predict the reaction product. The product is: [NH2:22][C:20]1[C:21]2[C:13]([C:12]#[C:11][C:5]3[CH:4]=[C:3]([O:2][CH3:1])[CH:8]=[C:7]([O:9][CH3:10])[CH:6]=3)=[CH:14][N:15]([C@H:23]3[CH2:27][CH2:26][N:25]([C:32](=[O:33])[C:31]#[C:30][C:29]([OH:28])([CH3:36])[CH3:35])[CH2:24]3)[C:16]=2[N:17]=[CH:18][N:19]=1. (2) The product is: [CH:1]([N:14]1[CH2:15][C:16](=[C:18]([C:23]2[CH:28]=[CH:27][C:26]([OH:29])=[CH:25][CH:24]=2)[S:19]([CH3:22])(=[O:21])=[O:20])[CH2:17]1)([C:2]1[CH:3]=[CH:4][CH:5]=[CH:6][CH:7]=1)[C:8]1[CH:9]=[CH:10][CH:11]=[CH:12][CH:13]=1. Given the reactants [CH:1]([N:14]1[CH2:17][C:16](=[C:18]([C:23]2[CH:28]=[CH:27][C:26]([O:29]C)=[CH:25][CH:24]=2)[S:19]([CH3:22])(=[O:21])=[O:20])[CH2:15]1)([C:8]1[CH:13]=[CH:12][CH:11]=[CH:10][CH:9]=1)[C:2]1[CH:7]=[CH:6][CH:5]=[CH:4][CH:3]=1.B(Br)(Br)Br, predict the reaction product. (3) Given the reactants C(C1NC2C(C=1)=CC=CC=2)C.[N+]([O-])([O-])=O.[Na+].S(=O)(=O)(O)O.[N+:22]([C:25]1[CH:26]=[C:27]2[C:31](=[CH:32][CH:33]=1)[NH:30][C:29]([CH2:34][CH3:35])=[CH:28]2)([O-])=O.CC(C)CCC1NC2C(C=1)=CC=CC=2, predict the reaction product. The product is: [NH2:22][C:25]1[CH:26]=[C:27]2[C:31](=[CH:32][CH:33]=1)[NH:30][C:29]([CH2:34][CH3:35])=[CH:28]2. (4) Given the reactants [OH:1][CH2:2][CH:3]([CH2:5][OH:6])[OH:4].N1C=CC=CC=1.[C:13](Cl)(=[O:31])[CH2:14][CH2:15][CH2:16][CH2:17][CH2:18][CH2:19][CH2:20][CH2:21][CH2:22][CH2:23][CH2:24][CH2:25][CH2:26][CH2:27][CH2:28][CH2:29][CH3:30].C([O-])(O)=O.[Na+], predict the reaction product. The product is: [C:13]([O:1][CH2:2][CH:3]([CH2:5][OH:6])[OH:4])(=[O:31])[CH2:14][CH2:15][CH2:16][CH2:17][CH2:18][CH2:19][CH2:20][CH2:21][CH2:22][CH2:23][CH2:24][CH2:25][CH2:26][CH2:27][CH2:28][CH2:29][CH3:30]. (5) Given the reactants [C:1]([NH:8][CH2:9][C:10]([OH:12])=O)([O:3][C:4]([CH3:7])([CH3:6])[CH3:5])=[O:2].C(N1CCOCC1)C.O.OC1C2N=NNC=2C=CC=1.C(Cl)CCl.FC(F)(F)C(O)=O.[CH3:43][CH:44]([O:46][C:47]1[CH:54]=[CH:53][C:52]([C:55]2[O:59][N:58]=[C:57]([C:60]3[CH:70]=[CH:69][C:63]4[CH2:64][CH2:65][NH:66][CH2:67][CH2:68][C:62]=4[C:61]=3[CH3:71])[N:56]=2)=[CH:51][C:48]=1[C:49]#[N:50])[CH3:45], predict the reaction product. The product is: [C:49]([C:48]1[CH:51]=[C:52]([C:55]2[O:59][N:58]=[C:57]([C:60]3[CH:70]=[CH:69][C:63]4[CH2:64][CH2:65][N:66]([C:10](=[O:12])[CH2:9][NH:8][C:1](=[O:2])[O:3][C:4]([CH3:5])([CH3:6])[CH3:7])[CH2:67][CH2:68][C:62]=4[C:61]=3[CH3:71])[N:56]=2)[CH:53]=[CH:54][C:47]=1[O:46][CH:44]([CH3:45])[CH3:43])#[N:50]. (6) Given the reactants [OH:1][C:2]1[CH:11]=[C:10]2[C:5]([CH:6]=[N:7][CH:8]=[N:9]2)=[CH:4][CH:3]=1.C(=O)([O-])[O-].[K+].[K+].Cl[C:19]1[C:28]2[C:23](=[CH:24][C:25]([O:31][CH2:32][CH2:33][CH2:34][N:35]3[CH2:40][CH2:39][O:38][CH2:37][CH2:36]3)=[C:26]([O:29][CH3:30])[CH:27]=2)[N:22]=[CH:21][N:20]=1.[Cl-].[NH4+], predict the reaction product. The product is: [CH3:30][O:29][C:26]1[CH:27]=[C:28]2[C:23](=[CH:24][C:25]=1[O:31][CH2:32][CH2:33][CH2:34][N:35]1[CH2:40][CH2:39][O:38][CH2:37][CH2:36]1)[N:22]=[CH:21][N:20]=[C:19]2[O:1][C:2]1[CH:11]=[C:10]2[C:5]([CH:6]=[N:7][CH:8]=[N:9]2)=[CH:4][CH:3]=1. (7) Given the reactants [F:1][CH:2]([F:35])[C:3]1[CH:12]=[C:11]2[C:6]([CH2:7][CH2:8][CH2:9][N:10]2[C:13]2[C:17]3[CH2:18][N:19]([C:22]([O:24][C:25]([CH3:28])([CH3:27])[CH3:26])=[O:23])[CH2:20][CH2:21][C:16]=3[N:15]([CH:29]3[CH2:34][CH2:33][O:32][CH2:31][CH2:30]3)[N:14]=2)=[CH:5][CH:4]=1.[Br:36]N1C(=O)CCC1=O, predict the reaction product. The product is: [Br:36][C:4]1[CH:5]=[C:6]2[C:11](=[CH:12][C:3]=1[CH:2]([F:1])[F:35])[N:10]([C:13]1[C:17]3[CH2:18][N:19]([C:22]([O:24][C:25]([CH3:28])([CH3:27])[CH3:26])=[O:23])[CH2:20][CH2:21][C:16]=3[N:15]([CH:29]3[CH2:30][CH2:31][O:32][CH2:33][CH2:34]3)[N:14]=1)[CH2:9][CH2:8][CH2:7]2.